The task is: Regression. Given a peptide amino acid sequence and an MHC pseudo amino acid sequence, predict their binding affinity value. This is MHC class II binding data.. This data is from Peptide-MHC class II binding affinity with 134,281 pairs from IEDB. (1) The peptide sequence is SPHHKKLAQAVMEMT. The MHC is DRB1_0901 with pseudo-sequence DRB1_0901. The binding affinity (normalized) is 0.572. (2) The peptide sequence is GKARTAWVDSGAQLG. The MHC is DRB1_1302 with pseudo-sequence DRB1_1302. The binding affinity (normalized) is 0.328.